The task is: Predict the product of the given reaction.. This data is from Forward reaction prediction with 1.9M reactions from USPTO patents (1976-2016). (1) Given the reactants [Cl:1][C:2]1[CH:22]=[C:21]([Cl:23])[CH:20]=[CH:19][C:3]=1[CH2:4][N:5]1[C:9]([CH2:10][CH2:11][C:12]([OH:14])=O)=[CH:8][C:7]([O:15][CH:16]([CH3:18])[CH3:17])=[N:6]1.[C:24]1([S:30]([NH2:33])(=[O:32])=[O:31])[CH:29]=[CH:28][CH:27]=[CH:26][CH:25]=1.N12CCCN=C1CCCCC2, predict the reaction product. The product is: [Cl:1][C:2]1[CH:22]=[C:21]([Cl:23])[CH:20]=[CH:19][C:3]=1[CH2:4][N:5]1[C:9]([CH2:10][CH2:11][C:12]([NH:33][S:30]([C:24]2[CH:29]=[CH:28][CH:27]=[CH:26][CH:25]=2)(=[O:32])=[O:31])=[O:14])=[CH:8][C:7]([O:15][CH:16]([CH3:18])[CH3:17])=[N:6]1. (2) Given the reactants C([O:8][C@@H:9]1[CH2:13][N:12](C(OCC2C=CC=CC=2)=O)[C@H:11]([CH2:24][O:25]CC2C=CC=CC=2)[C@H:10]1[O:33][C@H:34]1[O:87][C@H:86]([CH2:88][O:89]CC2C=CC=CC=2)[C@@H:53]([O:54][C@@H:55]2[O:84][C@H:83]([CH3:85])[C@@H:74]([O:75]CC3C=CC=CC=3)[C@H:65]([O:66]CC3C=CC=CC=3)[C@H:56]2[O:57]CC2C=CC=CC=2)[C@H:44]([O:45]CC2C=CC=CC=2)[C@H:35]1[O:36]CC1C=CC=CC=1)C1C=CC=CC=1, predict the reaction product. The product is: [C@@H:55]1([O:54][C@@H:53]2[C@@H:86]([CH2:88][OH:89])[O:87][C@H:34]([O:33][C@H:10]3[C@H:9]([OH:8])[CH2:13][NH:12][C@@H:11]3[CH2:24][OH:25])[C@H:35]([OH:36])[C@H:44]2[OH:45])[O:84][C@H:83]([CH3:85])[C@@H:74]([OH:75])[C@H:65]([OH:66])[C@H:56]1[OH:57]. (3) Given the reactants [O:1]=[C:2]1[C:7]2[N:8]([CH2:15][CH2:16][CH3:17])[C:9]3[CH:10]=[CH:11][CH:12]=[CH:13][C:14]=3[C:6]=2[N:5]=[C:4]([S:18][CH2:19][C:20](O)=[O:21])[N:3]1[C:23]1[CH:28]=[CH:27][CH:26]=[CH:25][CH:24]=1.CN(C(ON1N=NC2C=CC=NC1=2)=[N+](C)C)C.F[P-](F)(F)(F)(F)F.C(N(CC)CC)C.[CH:60]1([NH2:66])[CH2:65][CH2:64][CH2:63][CH2:62][CH2:61]1, predict the reaction product. The product is: [CH:60]1([NH:66][C:20](=[O:21])[CH2:19][S:18][C:4]2[N:3]([C:23]3[CH:28]=[CH:27][CH:26]=[CH:25][CH:24]=3)[C:2](=[O:1])[C:7]3[N:8]([CH2:15][CH2:16][CH3:17])[C:9]4[CH:10]=[CH:11][CH:12]=[CH:13][C:14]=4[C:6]=3[N:5]=2)[CH2:65][CH2:64][CH2:63][CH2:62][CH2:61]1. (4) Given the reactants [CH3:1][O:2][C:3]1[CH:4]=[C:5]2[C:9](=[CH:10][CH:11]=1)[NH:8][N:7]=[C:6]2[C:12]([OH:14])=[O:13].[H-].[Na+].[CH2:17](Cl)[C:18]1[CH:23]=[CH:22][CH:21]=[CH:20][CH:19]=1.O, predict the reaction product. The product is: [CH2:17]([N:8]1[C:9]2[C:5](=[CH:4][C:3]([O:2][CH3:1])=[CH:11][CH:10]=2)[C:6]([C:12]([O:14][CH2:6][C:5]2[CH:9]=[CH:10][CH:11]=[CH:3][CH:4]=2)=[O:13])=[N:7]1)[C:18]1[CH:23]=[CH:22][CH:21]=[CH:20][CH:19]=1. (5) Given the reactants C(N(C(C)C)C(C)C)C.[F:10][C:11]1[CH:16]=[CH:15][C:14]([C:17]2[O:42][C:20]3=[N:21][C:22]([CH2:36][CH2:37][C:38]([F:41])([F:40])[F:39])=[C:23]([C:25]4[CH:26]=[N:27][C:28]([O:34][CH3:35])=[C:29]([CH:33]=4)[C:30](O)=[O:31])[CH:24]=[C:19]3[C:18]=2[C:43](=[O:46])[NH:44][CH3:45])=[CH:13][CH:12]=1.CN(C(ON1N=[N:62][C:57]2[CH:58]=[CH:59][CH:60]=N[C:56]1=2)=[N+](C)C)C.F[P-](F)(F)(F)(F)F.Cl.C12(N)CC(C1)C2, predict the reaction product. The product is: [C:57]12([NH:62][C:30]([C:29]3[CH:33]=[C:25]([C:23]4[CH:24]=[C:19]5[C:18]([C:43]([NH:44][CH3:45])=[O:46])=[C:17]([C:14]6[CH:15]=[CH:16][C:11]([F:10])=[CH:12][CH:13]=6)[O:42][C:20]5=[N:21][C:22]=4[CH2:36][CH2:37][C:38]([F:41])([F:40])[F:39])[CH:26]=[N:27][C:28]=3[O:34][CH3:35])=[O:31])[CH2:60][CH:59]([CH2:58]1)[CH2:56]2. (6) Given the reactants [F:1][C:2]([F:12])([F:11])[CH2:3][CH2:4][C:5](=O)[CH2:6][CH2:7][CH:8]=O.[Cl-].[NH4+:14], predict the reaction product. The product is: [F:1][C:2]([F:12])([F:11])[CH2:3][CH2:4][C:5]1[NH:14][CH:8]=[CH:7][CH:6]=1.